This data is from Forward reaction prediction with 1.9M reactions from USPTO patents (1976-2016). The task is: Predict the product of the given reaction. (1) Given the reactants [NH2:1][C:2]1[CH:3]=[C:4]([CH:8]=[CH:9][C:10]=1[C:11]([O:13]C)=[O:12])[C:5]([OH:7])=[O:6].O[Li].O, predict the reaction product. The product is: [NH2:1][C:2]1[CH:3]=[C:4]([C:5]([OH:7])=[O:6])[CH:8]=[CH:9][C:10]=1[C:11]([OH:13])=[O:12]. (2) Given the reactants [NH:1]1[C:9]2[C:4](=[CH:5][CH:6]=[CH:7][CH:8]=2)[C:3](=O)[C:2]1=[O:11].[CH3:12][O:13][C:14]1[CH:15]=[C:16]([C:20](=O)[CH3:21])[CH:17]=[CH:18][CH:19]=1.C(C1C=CC(=O)NC=1C)(=[O:25])C, predict the reaction product. The product is: [CH3:12][O:13][C:14]1[CH:15]=[C:16]([C:20]2[CH:21]=[C:3]([C:2]([OH:11])=[O:25])[C:4]3[C:9](=[CH:8][CH:7]=[CH:6][CH:5]=3)[N:1]=2)[CH:17]=[CH:18][CH:19]=1. (3) Given the reactants [F:1][C:2]1[CH:3]=[C:4]([N:8]2[CH2:12][CH2:11][CH2:10][C@@H:9]2[C:13]2[CH:14]=[C:15]([C:30](O)=[O:31])[CH:16]=[C:17]3[C:22]=2[O:21][C:20]([N:23]2[CH2:28][CH2:27][O:26][CH2:25][CH2:24]2)=[CH:19][C:18]3=[O:29])[CH:5]=[CH:6][CH:7]=1.[CH3:33][N:34]1[CH2:39][CH2:38][NH:37][CH2:36][CH2:35]1, predict the reaction product. The product is: [F:1][C:2]1[CH:3]=[C:4]([N:8]2[CH2:12][CH2:11][CH2:10][C@@H:9]2[C:13]2[CH:14]=[C:15]([C:30]([N:37]3[CH2:38][CH2:39][N:34]([CH3:33])[CH2:35][CH2:36]3)=[O:31])[CH:16]=[C:17]3[C:22]=2[O:21][C:20]([N:23]2[CH2:24][CH2:25][O:26][CH2:27][CH2:28]2)=[CH:19][C:18]3=[O:29])[CH:5]=[CH:6][CH:7]=1.